Dataset: Full USPTO retrosynthesis dataset with 1.9M reactions from patents (1976-2016). Task: Predict the reactants needed to synthesize the given product. (1) Given the product [CH3:10][NH:11][CH:12]1[CH2:17][CH2:16][N:15]([C:18]2[S:19][CH:20]=[CH:21][N:22]=2)[CH2:14][CH2:13]1, predict the reactants needed to synthesize it. The reactants are: [H-].[Na+].IC.C(O[C:10](=O)[NH:11][CH:12]1[CH2:17][CH2:16][N:15]([C:18]2[S:19][CH:20]=[CH:21][N:22]=2)[CH2:14][CH2:13]1)(C)(C)C. (2) Given the product [Cl:17][C:14]1[CH:15]=[CH:16][C:11]([N:6]2[C:5]([C:18]3[CH:23]=[CH:22][CH:21]=[CH:20][C:19]=3[Cl:24])=[N:4][C:3]3[C:7]2=[N:8][CH:9]=[N:10][C:2]=3[N:34]2[CH2:35][CH2:36][C:31]([C:37](=[O:39])[CH3:38])([C:25]3[CH:26]=[CH:27][CH:28]=[CH:29][CH:30]=3)[CH2:32][CH2:33]2)=[CH:12][CH:13]=1, predict the reactants needed to synthesize it. The reactants are: Cl[C:2]1[N:10]=[CH:9][N:8]=[C:7]2[C:3]=1[N:4]=[C:5]([C:18]1[CH:23]=[CH:22][CH:21]=[CH:20][C:19]=1[Cl:24])[N:6]2[C:11]1[CH:16]=[CH:15][C:14]([Cl:17])=[CH:13][CH:12]=1.[C:25]1([C:31]2([C:37](=[O:39])[CH3:38])[CH2:36][CH2:35][NH:34][CH2:33][CH2:32]2)[CH:30]=[CH:29][CH:28]=[CH:27][CH:26]=1.C(N(CC)CC)C. (3) Given the product [CH3:1][N:2]([CH3:24])[C:3]1[CH:8]=[CH:7][C:6]([NH:9][C:10]([C:11]2[CH:16]=[CH:15][C:14]3[NH:17][C:40]([C:39]4[CH:38]=[CH:37][C:36]([C:34](=[O:35])[NH:33][C:30]5[CH:31]=[CH:32][C:27]([N:26]([CH3:44])[CH3:25])=[CH:28][CH:29]=5)=[CH:43][CH:42]=4)=[N:20][C:13]=3[CH:12]=2)=[O:23])=[CH:5][CH:4]=1, predict the reactants needed to synthesize it. The reactants are: [CH3:1][N:2]([CH3:24])[C:3]1[CH:8]=[CH:7][C:6]([NH:9][C:10](=[O:23])[C:11]2[CH:16]=[CH:15][C:14]([N+:17]([O-])=O)=[C:13]([N+:20]([O-])=O)[CH:12]=2)=[CH:5][CH:4]=1.[CH3:25][N:26]([CH3:44])[C:27]1[CH:32]=[CH:31][C:30]([NH:33][C:34]([C:36]2[CH:43]=[CH:42][C:39]([CH:40]=O)=[CH:38][CH:37]=2)=[O:35])=[CH:29][CH:28]=1. (4) Given the product [NH2:1][C:2]1[CH:3]=[CH:4][C:5]([S:12](=[O:24])(=[O:25])[NH:13][C:14]2[CH:15]=[CH:16][C:17]3[CH2:21][O:20][B:19]([OH:22])[C:18]=3[CH:23]=2)=[C:6]([CH2:8][C:9]([O:11][CH:27]([CH3:29])[CH3:28])=[O:10])[CH:7]=1, predict the reactants needed to synthesize it. The reactants are: [NH2:1][C:2]1[CH:3]=[CH:4][C:5]([S:12](=[O:25])(=[O:24])[NH:13][C:14]2[CH:15]=[CH:16][C:17]3[CH2:21][O:20][B:19]([OH:22])[C:18]=3[CH:23]=2)=[C:6]([CH2:8][C:9]([OH:11])=[O:10])[CH:7]=1.O.[CH:27](O)([CH3:29])[CH3:28].